From a dataset of Forward reaction prediction with 1.9M reactions from USPTO patents (1976-2016). Predict the product of the given reaction. (1) The product is: [N+:14]([C:13]1[CH:12]=[CH:11][C:10]([O:17][P:2]([CH3:4])([CH3:1])=[O:3])=[CH:9][CH:8]=1)([O-:16])=[O:15]. Given the reactants [CH3:1][P:2](Cl)([CH3:4])=[O:3].[H-].[Na+].[CH:8]1[C:13]([N+:14]([O-:16])=[O:15])=[CH:12][CH:11]=[C:10]([OH:17])[CH:9]=1, predict the reaction product. (2) Given the reactants [F:1][C:2]([F:21])([F:20])[C:3]1[CH:4]=[C:5]([C@H:13]2[O:17][C:16](=[O:18])[NH:15][C@H:14]2[CH3:19])[CH:6]=[C:7]([C:9]([F:12])([F:11])[F:10])[CH:8]=1.[H-].[Na+].[Cl:24][C:25]1[CH:32]=[C:31]([F:33])[CH:30]=[CH:29][C:26]=1[CH2:27]Cl, predict the reaction product. The product is: [F:21][C:2]([F:1])([F:20])[C:3]1[CH:4]=[C:5]([C@H:13]2[O:17][C:16](=[O:18])[N:15]([CH2:27][C:26]3[CH:29]=[CH:30][C:31]([F:33])=[CH:32][C:25]=3[Cl:24])[C@H:14]2[CH3:19])[CH:6]=[C:7]([C:9]([F:10])([F:11])[F:12])[CH:8]=1. (3) Given the reactants [OH:1][C:2]1[CH:3]=[CH:4][C:5]2[O:10][CH2:9][C:8](=[O:11])[NH:7][C:6]=2[CH:12]=1.C(=O)([O-])[O-].[Cs+].[Cs+].[N+](C1C=CC=CC=1S(O[CH:32]1[CH2:37][CH2:36][N:35]([C:38]([O:40][C:41]([CH3:44])([CH3:43])[CH3:42])=[O:39])[CH2:34][CH2:33]1)(=O)=O)([O-])=O.S(C1C=CC([N+]([O-])=O)=CC=1)([O-])(=O)=O.[NH4+].[Cl-], predict the reaction product. The product is: [O:11]=[C:8]1[NH:7][C:6]2[CH:12]=[C:2]([O:1][CH:32]3[CH2:37][CH2:36][N:35]([C:38]([O:40][C:41]([CH3:44])([CH3:43])[CH3:42])=[O:39])[CH2:34][CH2:33]3)[CH:3]=[CH:4][C:5]=2[O:10][CH2:9]1. (4) Given the reactants [C:1]([OH:8])(=[O:7])/[CH:2]=[CH:3]/[C:4]([OH:6])=[O:5].[S:9]1[CH:13]=[CH:12][C:11]2[C:14]([N:18]3[CH2:23][CH2:22][N:21]([CH2:24][CH2:25][CH2:26][CH2:27][O:28][C:29]4[CH:38]=[C:37]5[C:32]([CH:33]=[CH:34][C:35](=[O:39])[NH:36]5)=[CH:31][CH:30]=4)[CH2:20][CH2:19]3)=[CH:15][CH:16]=[CH:17][C:10]1=2, predict the reaction product. The product is: [C:1]([OH:8])(=[O:7])/[CH:2]=[CH:3]/[C:4]([OH:6])=[O:5].[S:9]1[CH:13]=[CH:12][C:11]2[C:14]([N:18]3[CH2:19][CH2:20][N:21]([CH2:24][CH2:25][CH2:26][CH2:27][O:28][C:29]4[CH:38]=[C:37]5[C:32]([CH:33]=[CH:34][C:35](=[O:39])[NH:36]5)=[CH:31][CH:30]=4)[CH2:22][CH2:23]3)=[CH:15][CH:16]=[CH:17][C:10]1=2. (5) Given the reactants [Cl:1][C:2]1[N:7]=[C:6]2[N:8]([CH2:11][O:12][CH2:13][CH2:14][Si:15]([CH3:18])([CH3:17])[CH3:16])[CH:9]=[CH:10][C:5]2=[C:4]([O:19][C:20]2[CH:29]=[CH:28][CH:27]=[C:26]3[C:21]=2[CH:22]=[CH:23][CH:24]=[C:25]3[C:30](O)=[O:31])[CH:3]=1.[F:33][C:34]([F:43])([F:42])[C:35]1[CH:36]=[C:37]([NH2:41])[CH:38]=[CH:39][CH:40]=1, predict the reaction product. The product is: [Cl:1][C:2]1[N:7]=[C:6]2[N:8]([CH2:11][O:12][CH2:13][CH2:14][Si:15]([CH3:17])([CH3:18])[CH3:16])[CH:9]=[CH:10][C:5]2=[C:4]([O:19][C:20]2[CH:29]=[CH:28][CH:27]=[C:26]3[C:21]=2[CH:22]=[CH:23][CH:24]=[C:25]3[C:30]([NH:41][C:37]2[CH:38]=[CH:39][CH:40]=[C:35]([C:34]([F:33])([F:42])[F:43])[CH:36]=2)=[O:31])[CH:3]=1. (6) Given the reactants [CH:1]1([NH:6][C@H:7]([C@H:9]2[O:17][C@H:16]3[C@H:12]([N:13]=[C:14]([N:18](C)[C:19](=O)OC(C)(C)C)[S:15]3)[C@@H:11]([O:27]CC3C=CC(OC)=CC=3)[C@@H:10]2[O:37]CC2C=CC(OC)=CC=2)[CH3:8])[CH2:5][CH2:4][CH2:3][CH2:2]1.C(O)(C(F)(F)F)=O.CO.[NH4+].[OH-], predict the reaction product. The product is: [CH:1]1([NH:6][C@@H:7]([C@H:9]2[O:17][C@H:16]3[C@H:12]([N:13]=[C:14]([NH:18][CH3:19])[S:15]3)[C@@H:11]([OH:27])[C@@H:10]2[OH:37])[CH3:8])[CH2:5][CH2:4][CH2:3][CH2:2]1. (7) Given the reactants [CH:1]1([C:4](=[O:27])[CH2:5][C:6]([C:8]2[C:13](=[O:14])[N:12]([C:15]3[CH:20]=[CH:19][CH:18]=[CH:17][CH:16]=3)[C:11]([C:21]3[CH:26]=[CH:25][CH:24]=[CH:23][CH:22]=3)=[N:10][CH:9]=2)=[O:7])[CH2:3][CH2:2]1.[CH:28](OCC)(OCC)[O:29][CH2:30][CH3:31].C(OC(=O)C)(=O)C, predict the reaction product. The product is: [CH:1]1([C:4](=[O:27])[C:5](=[CH:28][O:29][CH2:30][CH3:31])[C:6]([C:8]2[C:13](=[O:14])[N:12]([C:15]3[CH:20]=[CH:19][CH:18]=[CH:17][CH:16]=3)[C:11]([C:21]3[CH:26]=[CH:25][CH:24]=[CH:23][CH:22]=3)=[N:10][CH:9]=2)=[O:7])[CH2:3][CH2:2]1. (8) Given the reactants CCN(C(C)C)C(C)C.[O:10]=[C:11]1[NH:15][C:14]2[CH:16]=[CH:17][C:18]([C:20]3[NH:24][N:23]=[C:22]([C:25]([OH:27])=O)[CH:21]=3)=[CH:19][C:13]=2[O:12]1.C1C=CC2N(O)N=NC=2C=1.CCN=C=NCCCN(C)C.Cl.[NH2:50][CH2:51][C:52]([N:54]1[CH2:59][CH2:58][N:57]([C:60](=[O:72])[C:61]2[CH:66]=[C:65]([F:67])[CH:64]=[CH:63][C:62]=2[C:68]([F:71])([F:70])[F:69])[CH2:56][CH2:55]1)=[O:53], predict the reaction product. The product is: [F:67][C:65]1[CH:64]=[CH:63][C:62]([C:68]([F:70])([F:69])[F:71])=[C:61]([CH:66]=1)[C:60]([N:57]1[CH2:58][CH2:59][N:54]([C:52](=[O:53])[CH2:51][NH:50][C:25]([C:22]2[CH:21]=[C:20]([C:18]3[CH:17]=[CH:16][C:14]4[NH:15][C:11](=[O:10])[O:12][C:13]=4[CH:19]=3)[NH:24][N:23]=2)=[O:27])[CH2:55][CH2:56]1)=[O:72]. (9) Given the reactants IC1C=C(C=CC=1)N.BrCCC(OCC)=O.[I:17][C:18]1[CH:19]=[C:20]([NH:24][C@H:25]([C:27]([O:29][CH2:30][CH3:31])=[O:28])[CH3:26])[CH:21]=[CH:22][CH:23]=1.[O-:32][C:33]#[N:34].[Na+], predict the reaction product. The product is: [NH2:34][C:33]([N:24]([C:20]1[CH:21]=[CH:22][CH:23]=[C:18]([I:17])[CH:19]=1)[C@H:25]([C:27]([O:29][CH2:30][CH3:31])=[O:28])[CH3:26])=[O:32]. (10) Given the reactants I[C:2]1[N:6]2[CH:7]=[CH:8][CH:9]=[CH:10][C:5]2=[N:4][C:3]=1[C:11]([O:13][CH2:14][CH3:15])=[O:12].[N:16]1[CH:21]=[CH:20][C:19](B(O)O)=[CH:18][CH:17]=1.C([O-])([O-])=O.[Na+].[Na+], predict the reaction product. The product is: [N:16]1[CH:21]=[CH:20][C:19]([C:2]2[N:6]3[CH:7]=[CH:8][CH:9]=[CH:10][C:5]3=[N:4][C:3]=2[C:11]([O:13][CH2:14][CH3:15])=[O:12])=[CH:18][CH:17]=1.